Dataset: Catalyst prediction with 721,799 reactions and 888 catalyst types from USPTO. Task: Predict which catalyst facilitates the given reaction. Reactant: [C:1]1([C:7]2[N:8]=[C:9]([NH2:18])[S:10][C:11]=2[C:12]2[CH:17]=[CH:16][CH:15]=[CH:14][CH:13]=2)[CH:6]=[CH:5][CH:4]=[CH:3][CH:2]=1.[CH3:19][O:20][C:21]1[CH:29]=[CH:28][C:24]([C:25](Cl)=[O:26])=[CH:23][CH:22]=1.C(N(CC)CC)C. Product: [C:1]1([C:7]2[N:8]=[C:9]([NH:18][C:25](=[O:26])[C:24]3[CH:28]=[CH:29][C:21]([O:20][CH3:19])=[CH:22][CH:23]=3)[S:10][C:11]=2[C:12]2[CH:13]=[CH:14][CH:15]=[CH:16][CH:17]=2)[CH:2]=[CH:3][CH:4]=[CH:5][CH:6]=1. The catalyst class is: 12.